From a dataset of Catalyst prediction with 721,799 reactions and 888 catalyst types from USPTO. Predict which catalyst facilitates the given reaction. (1) Reactant: [CH:1]1[CH:2]=[C:3]([N:9]2[CH2:14][CH2:13][N:12]([CH2:15][CH2:16][CH2:17][CH2:18][O:19][C:20]3[CH:21]=[CH:22][C:23]4[CH2:30][CH2:29][C:27](=[O:28])[NH:26][C:24]=4[CH:25]=3)[CH2:11][CH2:10]2)[C:4]([Cl:8])=[C:5]([Cl:7])[CH:6]=1.[C:31]([OH:39])(=[O:38])[C:32]1[CH:37]=[CH:36][CH:35]=[N:34][CH:33]=1. Product: [CH:1]1[CH:2]=[C:3]([N:9]2[CH2:14][CH2:13][N:12]([CH2:15][CH2:16][CH2:17][CH2:18][O:19][C:20]3[CH:21]=[CH:22][C:23]4[CH2:30][CH2:29][C:27](=[O:28])[NH:26][C:24]=4[CH:25]=3)[CH2:11][CH2:10]2)[C:4]([Cl:8])=[C:5]([Cl:7])[CH:6]=1.[C:31]([OH:39])(=[O:38])[C:32]1[CH:37]=[CH:36][CH:35]=[N:34][CH:33]=1. The catalyst class is: 5. (2) Reactant: Cl.[Br:2][C:3]1[N:8]=[C:7]([CH2:9][NH2:10])[CH:6]=[CH:5][CH:4]=1.C(N(CC)CC)C.[C:18]([CH2:20][C:21](O)=[O:22])#[N:19].Cl.CN(C)CCCN=C=NCC.O.ON1C2C=CC=CC=2N=N1. Product: [Br:2][C:3]1[N:8]=[C:7]([CH2:9][NH:10][C:21](=[O:22])[CH2:20][C:18]#[N:19])[CH:6]=[CH:5][CH:4]=1. The catalyst class is: 39. (3) Reactant: C[O:2][C:3](=[O:32])[CH2:4][C:5]1[N:9]2[CH:10]=[C:11]([C:18]3[CH:22]=[CH:21][O:20][CH:19]=3)[CH:12]=[C:13]([C:14]([F:17])([F:16])[F:15])[C:8]2=[N:7][C:6]=1[C:23](=[O:31])[NH:24][CH2:25][C:26]1[S:27][CH:28]=[CH:29][CH:30]=1.O.[OH-].[Li+].Cl. Product: [O:20]1[CH:21]=[CH:22][C:18]([C:11]2[CH:12]=[C:13]([C:14]([F:16])([F:17])[F:15])[C:8]3[N:9]([C:5]([CH2:4][C:3]([OH:32])=[O:2])=[C:6]([C:23](=[O:31])[NH:24][CH2:25][C:26]4[S:27][CH:28]=[CH:29][CH:30]=4)[N:7]=3)[CH:10]=2)=[CH:19]1. The catalyst class is: 20. (4) Reactant: [NH2:1][C@@:2]([C:9]1[CH:14]=[C:13]([N+:15]([O-:17])=[O:16])[CH:12]=[CH:11][C:10]=1[F:18])([CH2:7][CH3:8])[CH2:3][C:4](O)=[O:5].B.[OH-].[Na+]. Product: [NH2:1][C@@:2]([C:9]1[CH:14]=[C:13]([N+:15]([O-:17])=[O:16])[CH:12]=[CH:11][C:10]=1[F:18])([CH2:7][CH3:8])[CH2:3][CH2:4][OH:5]. The catalyst class is: 1. (5) Reactant: [CH3:1][O:2][C:3]1[CH:4]=[C:5]([CH:8]=[C:9]([O:20][CH3:21])[C:10]=1[O:11][CH2:12][CH2:13][C:14]1[CH:19]=[CH:18][CH:17]=[CH:16][CH:15]=1)[CH:6]=O.[ClH:22].CO.C(O[CH:28](OCC)[CH2:29][NH:30][CH2:31][C:32]1[CH:37]=[CH:36][CH:35]=[C:34]([O:38][CH2:39][CH3:40])[C:33]=1[OH:41])C. Product: [ClH:22].[CH3:1][O:2][C:3]1[CH:4]=[C:5]([CH:8]=[C:9]([O:20][CH3:21])[C:10]=1[O:11][CH2:12][CH2:13][C:14]1[CH:19]=[CH:18][CH:17]=[CH:16][CH:15]=1)[CH2:6][C:28]1[C:37]2[C:32](=[C:33]([OH:41])[C:34]([O:38][CH2:39][CH3:40])=[CH:35][CH:36]=2)[CH:31]=[N:30][CH:29]=1. The catalyst class is: 14. (6) Reactant: [C:1]([O:4][C@@H:5]1[C@@H:10]([O:11][C:12](=[O:14])[CH3:13])[C@H:9]([O:15][C:16](=[O:18])[CH3:17])[C@@H:8]([CH2:19][O:20][C:21](=[O:23])[CH3:22])[O:7][C@H:6]1[C:24]1[CH:29]=[CH:28][C:27]([Cl:30])=[C:26]([CH2:31][C:32]2[S:33][C:34](Br)=[CH:35][CH:36]=2)[CH:25]=1)(=[O:3])[CH3:2].[F:38][C:39]1[N:44]=[CH:43][C:42](B(O)O)=[CH:41][CH:40]=1.[F-].[Cs+].C(=O)([O-])O.[Na+]. Product: [C:1]([O:4][C@@H:5]1[C@@H:10]([O:11][C:12](=[O:14])[CH3:13])[C@H:9]([O:15][C:16](=[O:18])[CH3:17])[C@@H:8]([CH2:19][O:20][C:21](=[O:23])[CH3:22])[O:7][C@H:6]1[C:24]1[CH:29]=[CH:28][C:27]([Cl:30])=[C:26]([CH2:31][C:32]2[S:33][C:34]([C:42]3[CH:43]=[N:44][C:39]([F:38])=[CH:40][CH:41]=3)=[CH:35][CH:36]=2)[CH:25]=1)(=[O:3])[CH3:2]. The catalyst class is: 104. (7) Reactant: Cl[C:2]1[C:7]([C:8]([O:10][CH2:11][CH3:12])=[O:9])=[CH:6][N:5]=[C:4]([Cl:13])[CH:3]=1.[CH3:14][NH2:15]. Product: [Cl:13][C:4]1[CH:3]=[C:2]([NH:15][CH3:14])[C:7]([C:8]([O:10][CH2:11][CH3:12])=[O:9])=[CH:6][N:5]=1. The catalyst class is: 23. (8) Reactant: [CH3:1][O:2][C:3]1[CH:4]=[C:5]2[C:9](=[CH:10][CH:11]=1)[NH:8][C:7]([C:12]1[CH:17]=[CH:16][CH:15]=[CH:14][CH:13]=1)=[CH:6]2.[H-].[Na+].Br[CH2:21][C:22]1[CH:23]=[CH:24][C:25]([F:32])=[C:26]([CH:31]=1)[C:27]([O:29][CH3:30])=[O:28].[Cl-].[NH4+]. Product: [F:32][C:25]1[CH:24]=[CH:23][C:22]([CH2:21][N:8]2[C:9]3[C:5](=[CH:4][C:3]([O:2][CH3:1])=[CH:11][CH:10]=3)[CH:6]=[C:7]2[C:12]2[CH:13]=[CH:14][CH:15]=[CH:16][CH:17]=2)=[CH:31][C:26]=1[C:27]([O:29][CH3:30])=[O:28]. The catalyst class is: 9. (9) Reactant: C([C:3]1[CH:19]=[C:6]2[N:7]=[C:8]([C:12]3[CH:17]=[CH:16][C:15]([Cl:18])=[CH:14][CH:13]=3)[CH:9]=[C:10](Cl)[N:5]2[N:4]=1)C.[Cl-].C([Zn+])C.C1[CH2:28][O:27]CC1.[Cl-].[CH2:30]([Zn+])[CH2:31][CH3:32].C1C[O:37]CC1.C([Mg]Cl)C. Product: [Cl:18][C:15]1[CH:14]=[CH:13][C:12]([C:8]2[CH:9]=[C:10]([CH2:30][CH2:31][CH3:32])[N:5]3[N:4]=[CH:3][C:19]([C:28]([OH:27])=[O:37])=[C:6]3[N:7]=2)=[CH:17][CH:16]=1. The catalyst class is: 530. (10) Reactant: [CH3:1][NH:2][C:3]([NH2:5])=[O:4].C(=O)([O-])[O-:7].[Cs+].[Cs+].C1(P(C2C=CC=CC=2)C2[C:32]3[O:31]C4[C:25](=CC=CC=4P(C4C=CC=CC=4)C4C=CC=CC=4)[C:24](C)(C)[C:23]=3[CH:22]=[CH:21]C=2)C=CC=CC=1.O1[CH2:59][CH2:58][O:57][CH2:56]C1. Product: [CH3:1][N:2]1[C:32](=[O:31])[C:23]2[C:22](=[CH:21][C:59]([C:58]([O:57][CH3:56])=[O:7])=[CH:25][CH:24]=2)[NH:5][C:3]1=[O:4]. The catalyst class is: 110.